Dataset: Full USPTO retrosynthesis dataset with 1.9M reactions from patents (1976-2016). Task: Predict the reactants needed to synthesize the given product. Given the product [C:1]([O:5][C:6](=[O:18])[NH:7][C:8]1[CH:13]=[CH:12][C:11]([CH3:14])=[C:10]([NH2:15])[CH:9]=1)([CH3:4])([CH3:2])[CH3:3], predict the reactants needed to synthesize it. The reactants are: [C:1]([O:5][C:6](=[O:18])[NH:7][C:8]1[CH:13]=[CH:12][C:11]([CH3:14])=[C:10]([N+:15]([O-])=O)[CH:9]=1)([CH3:4])([CH3:3])[CH3:2].